From a dataset of Full USPTO retrosynthesis dataset with 1.9M reactions from patents (1976-2016). Predict the reactants needed to synthesize the given product. Given the product [NH2:8][CH:9]([CH2:23][CH3:24])[C@@H:10]([C:12]1[O:16][N:15]=[C:14]([C:17]2[CH:22]=[CH:21][CH:20]=[CH:19][CH:18]=2)[N:13]=1)[OH:11], predict the reactants needed to synthesize it. The reactants are: C(OC([NH:8][CH:9]([CH2:23][CH3:24])[C@@H:10]([C:12]1[O:16][N:15]=[C:14]([C:17]2[CH:22]=[CH:21][CH:20]=[CH:19][CH:18]=2)[N:13]=1)[OH:11])=O)(C)(C)C.C(O)(C(F)(F)F)=O.